From a dataset of Catalyst prediction with 721,799 reactions and 888 catalyst types from USPTO. Predict which catalyst facilitates the given reaction. (1) Reactant: [NH2:1][C:2]1[N:7]=[CH:6][C:5]([C:8]2[CH:9]=[C:10]3[C:14](=[CH:15][CH:16]=2)[C:13](=[O:17])[N:12]([CH:18]2[CH2:20][CH2:19]2)[CH2:11]3)=[CH:4][N:3]=1.Cl[CH:22]([C:25]1([C:28]2[CH:29]=[C:30]3[C:35](=[CH:36][CH:37]=2)[N:34]=[CH:33][CH:32]=[CH:31]3)[CH2:27][CH2:26]1)[CH:23]=O. Product: [CH:18]1([N:12]2[CH2:11][C:10]3[C:14](=[CH:15][CH:16]=[C:8]([C:5]4[CH:4]=[N:3][C:2]5[N:7]([C:22]([C:25]6([C:28]7[CH:29]=[C:30]8[C:35](=[CH:36][CH:37]=7)[N:34]=[CH:33][CH:32]=[CH:31]8)[CH2:27][CH2:26]6)=[CH:23][N:1]=5)[CH:6]=4)[CH:9]=3)[C:13]2=[O:17])[CH2:20][CH2:19]1. The catalyst class is: 32. (2) Product: [CH3:1][O:2][C:3](=[O:16])[C:4]1[CH:9]=[CH:8][C:7]([CH2:10][O:11][S:25]([CH3:24])(=[O:27])=[O:26])=[CH:6][C:5]=1[NH:12][C:13](=[O:15])[CH3:14]. Reactant: [CH3:1][O:2][C:3](=[O:16])[C:4]1[CH:9]=[CH:8][C:7]([CH2:10][OH:11])=[CH:6][C:5]=1[NH:12][C:13](=[O:15])[CH3:14].CCN(CC)CC.[CH3:24][S:25](Cl)(=[O:27])=[O:26]. The catalyst class is: 2. (3) Reactant: [F:1][C:2]1[CH:3]=[C:4]([C:8]2[CH:16]=[CH:15][CH:14]=[C:13]3[C:9]=2[CH2:10][C:11](=[O:17])[NH:12]3)[CH:5]=[CH:6][CH:7]=1.[CH3:18][N:19]([CH3:35])[C@@H:20]1[CH2:24][CH2:23][N:22]([C:25]([C:27]2[CH:31]=[C:30]([CH3:32])[NH:29][C:28]=2[CH:33]=O)=[O:26])[CH2:21]1. Product: [CH3:18][N:19]([CH3:35])[C@@H:20]1[CH2:24][CH2:23][N:22]([C:25]([C:27]2[CH:31]=[C:30]([CH3:32])[NH:29][C:28]=2[CH:33]=[C:10]2[C:9]3[C:13](=[CH:14][CH:15]=[CH:16][C:8]=3[C:4]3[CH:5]=[CH:6][CH:7]=[C:2]([F:1])[CH:3]=3)[NH:12][C:11]2=[O:17])=[O:26])[CH2:21]1. The catalyst class is: 360.